From a dataset of Reaction yield outcomes from USPTO patents with 853,638 reactions. Predict the reaction yield, written as a fraction of the theoretical maximum amount of product (1.0 means a 100% yield; for example, 0.34 means a 34% yield). (1) The reactants are [Cl:1][C:2]1[CH:3]=[C:4]([B:9]([OH:11])[OH:10])[CH:5]=[C:6]([Cl:8])[CH:7]=1.[CH3:12][C:13]([CH2:17]O)([CH2:15]O)[CH3:14]. No catalyst specified. The product is [Cl:8][C:6]1[CH:5]=[C:4]([B:9]2[O:10][CH2:14][C:13]([CH3:17])([CH3:15])[CH2:12][O:11]2)[CH:3]=[C:2]([Cl:1])[CH:7]=1. The yield is 0.800. (2) The reactants are [NH2:1][CH2:2][CH:3]([OH:6])[CH2:4][OH:5].C(N(CC)CC)C.[C:14](O[C:14]([O:16][C:17]([CH3:20])([CH3:19])[CH3:18])=[O:15])([O:16][C:17]([CH3:20])([CH3:19])[CH3:18])=[O:15]. The catalyst is CO. The product is [C:17]([O:16][C:14]([NH:1][CH2:2][CH:3]([OH:6])[CH2:4][OH:5])=[O:15])([CH3:20])([CH3:19])[CH3:18]. The yield is 0.990. (3) The reactants are Cl.[CH3:2][C:3]1[S:12][C:11]2[NH:10][C:9]3[CH:13]=[CH:14][CH:15]=[CH:16][C:8]=3[N:7]=[C:6]([NH2:17])[C:5]=2[CH:4]=1.[F:18][C:19]([F:35])([F:34])[C:20]1[CH:25]=[CH:24][C:23]([CH2:26][CH2:27][C@H:28]2[CH2:33]N[CH2:31][CH2:30][NH:29]2)=[CH:22][CH:21]=1.C(N(CC)C(C)C)(C)C.CS(C)=O. The catalyst is C(OCC)(=O)C.O.C1(C)C=CC=CC=1. The product is [F:18][C:19]([F:34])([F:35])[C:20]1[CH:21]=[CH:22][C:23]([CH2:26][CH2:27][C@@H:28]2[NH:29][CH2:30][CH2:31][N:17]([C:6]3[C:5]4[CH:4]=[C:3]([CH3:2])[S:12][C:11]=4[NH:10][C:9]4[CH:13]=[CH:14][CH:15]=[CH:16][C:8]=4[N:7]=3)[CH2:33]2)=[CH:24][CH:25]=1. The yield is 0.420. (4) The reactants are [CH2:1]([O:3][C:4]([C:6]1[N:7]=[C:8]([NH2:11])[S:9][CH:10]=1)=[O:5])[CH3:2].[CH3:12][O:13][CH2:14][CH2:15][Br:16]. No catalyst specified. The product is [BrH:16].[NH:11]=[C:8]1[N:7]([CH2:15][CH2:14][O:13][CH3:12])[C:6]([C:4]([O:3][CH2:1][CH3:2])=[O:5])=[CH:10][S:9]1. The yield is 0.830. (5) The reactants are CN(C(ON1N=NC2C=CC=NC1=2)=[N+](C)C)C.F[P-](F)(F)(F)(F)F.[F:25][C:26]1[CH:31]=[CH:30][C:29]([NH:32][C:33]2[C:34]3[C:41]([CH3:42])=[C:40]([C:43]([O:45]C)=O)[S:39][C:35]=3[N:36]=[CH:37][N:38]=2)=[C:28]([O:47][CH:48]2[CH2:53][CH2:52][O:51][CH2:50][CH2:49]2)[CH:27]=1.CCN(C(C)C)C(C)C.[CH3:63][N:64]([CH3:69])[CH2:65][CH2:66][CH2:67][NH2:68]. The catalyst is CN(C=O)C. The product is [CH3:63][N:64]([CH3:69])[CH2:65][CH2:66][CH2:67][NH:68][C:43]([C:40]1[S:39][C:35]2[N:36]=[CH:37][N:38]=[C:33]([NH:32][C:29]3[CH:30]=[CH:31][C:26]([F:25])=[CH:27][C:28]=3[O:47][CH:48]3[CH2:49][CH2:50][O:51][CH2:52][CH2:53]3)[C:34]=2[C:41]=1[CH3:42])=[O:45]. The yield is 0.510. (6) The reactants are [F:1][C:2]1[CH:7]=[C:6]([S:8]([CH3:11])(=[O:10])=[O:9])[C:5]([CH3:12])=[CH:4][C:3]=1[NH:13][C@H:14]1[CH2:18][CH2:17][N:16]([CH:19]2[CH2:24][CH2:23][N:22](C(OCC3C=CC=CC=3)=O)[CH2:21][CH2:20]2)[C:15]1=[O:35].[H][H]. The catalyst is CCO.[Pd]. The product is [F:1][C:2]1[CH:7]=[C:6]([S:8]([CH3:11])(=[O:10])=[O:9])[C:5]([CH3:12])=[CH:4][C:3]=1[NH:13][C@H:14]1[CH2:18][CH2:17][N:16]([CH:19]2[CH2:20][CH2:21][NH:22][CH2:23][CH2:24]2)[C:15]1=[O:35]. The yield is 1.02. (7) The reactants are Cl[C:2]1[CH:7]=[C:6]([NH:8][CH:9]2[CH2:11][CH2:10]2)[N:5]2[N:12]=[CH:13][C:14]([CH:15]=[O:16])=[C:4]2[N:3]=1.[N-:17]=[N+:18]=[N-:19].[Na+].O. The catalyst is CN(C)C=O. The product is [N:17]([C:2]1[CH:7]=[C:6]([NH:8][CH:9]2[CH2:11][CH2:10]2)[N:5]2[N:12]=[CH:13][C:14]([CH:15]=[O:16])=[C:4]2[N:3]=1)=[N+:18]=[N-:19]. The yield is 0.750. (8) The reactants are Cl[C:2]1[CH:16]=[CH:15][C:5]2[C:6](=[O:14])[NH:7][C:8]3[C:13]([C:4]=2[CH:3]=1)=[CH:12][CH:11]=[CH:10][N:9]=3.F[C:18]1[CH:25]=[CH:24][C:21]([CH2:22][NH2:23])=[CH:20][CH:19]=1.C1(P(C2CCCCC2)C2C=CC=CC=2C2C(C(C)C)=CC(C(C)C)=CC=2C(C)C)CCCCC1.C[C:61](C)([O-:63])C.[Na+]. The catalyst is O1CCOCC1.C([O-])(=O)C.[Pd+2].C([O-])(=O)C. The product is [CH3:61][O:63][C:19]1[CH:20]=[C:21]([CH:24]=[CH:25][CH:18]=1)[CH2:22][NH:23][C:2]1[CH:16]=[CH:15][C:5]2[C:6](=[O:14])[NH:7][C:8]3[C:13]([C:4]=2[CH:3]=1)=[CH:12][CH:11]=[CH:10][N:9]=3. The yield is 0.260. (9) The catalyst is CS(C)=O. The product is [CH:13]1([CH2:18][O:19][C:6]([N:43]2[CH2:44][CH2:45][CH:40]([O:39][C:38]3[N:37]=[CH:36][N:35]=[C:34]4[N:30]([C:27]5[CH:28]=[CH:29][C:24]([S:21]([CH3:20])(=[O:22])=[O:23])=[CH:25][CH:26]=5)[N:31]=[CH:32][C:33]=34)[CH2:41][CH2:42]2)=[O:7])[CH2:17][CH2:16][CH2:15][CH2:14]1. The yield is 0.290. The reactants are N1([C:6](N2C=CN=C2)=[O:7])C=CN=C1.[CH:13]1([CH2:18][OH:19])[CH2:17][CH2:16][CH2:15][CH2:14]1.[CH3:20][S:21]([C:24]1[CH:29]=[CH:28][C:27]([N:30]2[C:34]3=[N:35][CH:36]=[N:37][C:38]([O:39][CH:40]4[CH2:45][CH2:44][NH:43][CH2:42][CH2:41]4)=[C:33]3[CH:32]=[N:31]2)=[CH:26][CH:25]=1)(=[O:23])=[O:22].C(N(CC)CC)C.